Dataset: Full USPTO retrosynthesis dataset with 1.9M reactions from patents (1976-2016). Task: Predict the reactants needed to synthesize the given product. (1) Given the product [CH2:23]([O:25][C:26]([C:27]1[N:22]=[C:17]2[CH:18]=[CH:19][C:20]([Cl:21])=[C:15]([C:13](=[O:14])[NH:12][CH2:11][C:1]34[CH2:8][CH:7]5[CH2:9][CH:3]([CH2:4][CH:5]([CH2:6]5)[CH2:10]3)[CH2:2]4)[N:16]2[CH:28]=1)=[O:31])[CH3:24], predict the reactants needed to synthesize it. The reactants are: [C:1]12([CH2:11][NH:12][C:13]([C:15]3[C:20]([Cl:21])=[CH:19][CH:18]=[C:17]([NH2:22])[N:16]=3)=[O:14])[CH2:10][CH:5]3[CH2:6][CH:7]([CH2:9][CH:3]([CH2:4]3)[CH2:2]1)[CH2:8]2.[CH2:23]([O:25][C:26](=[O:31])[C:27](=O)[CH2:28]Br)[CH3:24]. (2) Given the product [Br:1][C:17]1[S:16][CH:15]=[C:14]([C:10]2[CH:11]=[CH:12][CH:13]=[C:8]([O:7][CH3:6])[CH:9]=2)[N:18]=1, predict the reactants needed to synthesize it. The reactants are: [BrH:1].C(O)(=O)C.[CH3:6][O:7][C:8]1[CH:9]=[C:10]([C:14](=O)[CH2:15][S:16][C:17]#[N:18])[CH:11]=[CH:12][CH:13]=1.O. (3) Given the product [O:16]=[C:5]1[C:4]2([C:20]3=[CH:21][C:22]4[O:26][CH2:25][O:24][C:23]=4[CH:27]=[C:19]3[O:18][CH2:17]2)[C:3]2[C:2]([C:62]#[N:63])=[CH:10][CH:9]=[CH:8][C:7]=2[N:6]1[CH2:11][CH2:12][CH2:13][CH2:14][CH3:15], predict the reactants needed to synthesize it. The reactants are: Br[C:2]1[CH:10]=[CH:9][CH:8]=[C:7]2[C:3]=1[C:4]1([C:20]3=[CH:21][C:22]4[O:26][CH2:25][O:24][C:23]=4[CH:27]=[C:19]3[O:18][CH2:17]1)[C:5](=[O:16])[N:6]2[CH2:11][CH2:12][CH2:13][CH2:14][CH3:15].C(P(C(C)(C)C)C1C=CC=CC=1C1C=CC=CC=1)(C)(C)C.C([Sn]([C:62]#[N:63])(CCCC)CCCC)CCC.[C-]#N.[K+].